From a dataset of Catalyst prediction with 721,799 reactions and 888 catalyst types from USPTO. Predict which catalyst facilitates the given reaction. (1) Reactant: C(=O)([O-])[O-].[K+].[K+].[Cl:7][C:8]1[CH:13]=[C:12](I)[CH:11]=[C:10]([Cl:15])[N:9]=1.[F:16][C:17]([F:28])([F:27])[C:18]1[N:23]=[CH:22][C:21](B(O)O)=[CH:20][CH:19]=1.O. Product: [Cl:7][C:8]1[CH:13]=[C:12]([C:21]2[CH:22]=[N:23][C:18]([C:17]([F:28])([F:27])[F:16])=[CH:19][CH:20]=2)[CH:11]=[C:10]([Cl:15])[N:9]=1. The catalyst class is: 75. (2) Reactant: [OH-].[K+].[CH2:3]([CH:10]1[CH2:15][CH2:14][N:13]([C:16]2[C:21]([C:22]3[CH:27]=[CH:26][C:25]([O:28][CH2:29][CH2:30][C:31]4[CH:36]=[CH:35][C:34]([F:37])=[CH:33][CH:32]=4)=[CH:24][CH:23]=3)=[C:20]([CH3:38])[N:19]=[C:18]([CH3:39])[C:17]=2[C@H:40]([O:47][C:48]([CH3:51])([CH3:50])[CH3:49])[C:41]([O:43]C(C)C)=[O:42])[CH2:12][CH2:11]1)[C:4]1[CH:9]=[CH:8][CH:7]=[CH:6][CH:5]=1.Cl. Product: [CH2:3]([CH:10]1[CH2:11][CH2:12][N:13]([C:16]2[C:21]([C:22]3[CH:27]=[CH:26][C:25]([O:28][CH2:29][CH2:30][C:31]4[CH:36]=[CH:35][C:34]([F:37])=[CH:33][CH:32]=4)=[CH:24][CH:23]=3)=[C:20]([CH3:38])[N:19]=[C:18]([CH3:39])[C:17]=2[C@H:40]([O:47][C:48]([CH3:51])([CH3:50])[CH3:49])[C:41]([OH:43])=[O:42])[CH2:14][CH2:15]1)[C:4]1[CH:9]=[CH:8][CH:7]=[CH:6][CH:5]=1. The catalyst class is: 8. (3) Reactant: CC(OI1(OC(C)=O)(OC(C)=O)OC(=O)C2C=CC=CC1=2)=O.[F:23][C:24]([F:70])([F:69])[C:25]1[CH:26]=[C:27]([C@H:35]2[O:39][C:38](=[O:40])[N:37]([CH2:41][C:42]3[CH:47]=[C:46]([C:48]([F:51])([F:50])[F:49])[CH:45]=[CH:44][C:43]=3[C:52]3[C:57]([Cl:58])=[CH:56][CH:55]=[C:54]([C:59]4[CH:64]=[CH:63][C:62]([CH2:65][OH:66])=[CH:61][C:60]=4[CH3:67])[CH:53]=3)[C@H:36]2[CH3:68])[CH:28]=[C:29]([C:31]([F:34])([F:33])[F:32])[CH:30]=1.CCOC(C)=O.CCCCCC. Product: [F:70][C:24]([F:23])([F:69])[C:25]1[CH:26]=[C:27]([C@H:35]2[O:39][C:38](=[O:40])[N:37]([CH2:41][C:42]3[CH:47]=[C:46]([C:48]([F:49])([F:51])[F:50])[CH:45]=[CH:44][C:43]=3[C:52]3[CH:53]=[C:54]([C:59]4[CH:64]=[CH:63][C:62]([CH:65]=[O:66])=[CH:61][C:60]=4[CH3:67])[CH:55]=[CH:56][C:57]=3[Cl:58])[C@H:36]2[CH3:68])[CH:28]=[C:29]([C:31]([F:34])([F:33])[F:32])[CH:30]=1. The catalyst class is: 2.